From a dataset of Catalyst prediction with 721,799 reactions and 888 catalyst types from USPTO. Predict which catalyst facilitates the given reaction. (1) Reactant: [H-].[Na+].[C:3]1([C:10]2[CH:15]=[CH:14][C:13]([OH:16])=[CH:12][CH:11]=2)[CH:8]=[CH:7][C:6]([OH:9])=[CH:5][CH:4]=1.Br[CH2:18][CH:19]([O:23][CH2:24][CH3:25])[O:20][CH2:21][CH3:22].O. Product: [CH2:21]([O:20][CH:19]([O:23][CH2:24][CH3:25])[CH2:18][O:16][C:13]1[CH:14]=[CH:15][C:10]([C:3]2[CH:4]=[CH:5][C:6]([OH:9])=[CH:7][CH:8]=2)=[CH:11][CH:12]=1)[CH3:22]. The catalyst class is: 3. (2) Reactant: [C:1]1([N:7]([C:24]2[CH:29]=[CH:28][CH:27]=[CH:26][CH:25]=2)C2C=CC3C(=O)C4C(=CC=CC=4)C(=O)C=3C=2)[CH:6]=[CH:5][CH:4]=[CH:3][CH:2]=1.[C:30]1([Li])[CH:35]=[CH:34][CH:33]=[CH:32][CH:31]=1.[I-].[Na+].O.[PH2]([O-])=O.[Na+].O1[CH2:48][CH2:47][CH2:46][CH2:45]1. Product: [C:24]1([N:7]([C:1]2[CH:2]=[CH:3][CH:4]=[CH:5][CH:6]=2)[C:32]2[CH:33]=[CH:34][C:35]3[C:30](=[C:45]([C:1]4[CH:6]=[CH:5][CH:4]=[CH:3][CH:2]=4)[C:46]4[C:25]([C:26]=3[C:30]3[CH:35]=[CH:34][CH:33]=[CH:32][CH:31]=3)=[CH:24][CH:29]=[CH:48][CH:47]=4)[CH:31]=2)[CH:25]=[CH:26][CH:27]=[CH:28][CH:29]=1. The catalyst class is: 86.